This data is from Full USPTO retrosynthesis dataset with 1.9M reactions from patents (1976-2016). The task is: Predict the reactants needed to synthesize the given product. (1) Given the product [C:1]([O:5][C:6]([N:8]1[CH2:12][CH2:11][C@H:10]([F:13])[C@H:9]1[C:14]([OH:16])=[O:15])=[O:7])([CH3:4])([CH3:2])[CH3:3], predict the reactants needed to synthesize it. The reactants are: [C:1]([O:5][C:6]([N:8]1[CH2:12][CH2:11][C@H:10]([F:13])[C@H:9]1[C:14]([O:16]CC1C=CC=CC=1)=[O:15])=[O:7])([CH3:4])([CH3:3])[CH3:2]. (2) Given the product [ClH:33].[NH2:41][CH2:40][CH2:39][N:37]1[CH:38]=[C:34]([C:20]2[CH:21]=[C:16]([NH:15][C:11]3[N:10]=[C:9]([CH:8]([F:7])[F:32])[CH:14]=[CH:13][N:12]=3)[CH:17]=[C:18]([CH3:31])[CH:19]=2)[CH:35]=[N:36]1, predict the reactants needed to synthesize it. The reactants are: O1CCOCC1.[F:7][CH:8]([F:32])[C:9]1[CH:14]=[CH:13][N:12]=[C:11]([NH:15][C:16]2[CH:21]=[C:20](B3OC(C)(C)C(C)(C)O3)[CH:19]=[C:18]([CH3:31])[CH:17]=2)[N:10]=1.[Cl:33][C:34]1[CH:35]=[N:36][N:37]([CH2:39][CH2:40][NH:41]C(=O)OC(C)(C)C)[CH:38]=1.C(=O)([O-])[O-].[Na+].[Na+]. (3) The reactants are: C(OC(=O)[NH:7][C:8]1[S:9][C:10]([CH2:14][C:15]2[C:23]3[C:18](=[N:19][CH:20]=[C:21]([Cl:24])[CH:22]=3)[N:17]([S:25]([C:28]3[CH:33]=[CH:32][CH:31]=[CH:30][CH:29]=3)(=[O:27])=[O:26])[CH:16]=2)=[C:11]([Cl:13])[N:12]=1)(C)(C)C.Cl. Given the product [C:28]1([S:25]([N:17]2[C:18]3=[N:19][CH:20]=[C:21]([Cl:24])[CH:22]=[C:23]3[C:15]([CH2:14][C:10]3[S:9][C:8]([NH2:7])=[N:12][C:11]=3[Cl:13])=[CH:16]2)(=[O:27])=[O:26])[CH:29]=[CH:30][CH:31]=[CH:32][CH:33]=1, predict the reactants needed to synthesize it. (4) Given the product [NH2:7][C@H:8]1[CH2:17][C:16]2[C:11](=[CH:12][CH:13]=[C:14]([S:18]([C:21]3[CH:26]=[CH:25][CH:24]=[CH:23][CH:22]=3)(=[O:20])=[O:19])[CH:15]=2)[N:10]([OH:27])[CH2:9]1.[ClH:51].[NH2:7][C@H:8]1[CH2:17][C:16]2[C:11](=[CH:12][CH:13]=[C:14]([S:18]([C:21]3[CH:26]=[CH:25][CH:24]=[CH:23][CH:22]=3)(=[O:19])=[O:20])[CH:15]=2)[N:10]([OH:27])[C:9]1=[O:28], predict the reactants needed to synthesize it. The reactants are: C(OC(=O)[NH:7][C@H:8]1[CH2:17][C:16]2[C:11](=[CH:12][CH:13]=[C:14]([S:18]([C:21]3[CH:26]=[CH:25][CH:24]=[CH:23][CH:22]=3)(=[O:20])=[O:19])[CH:15]=2)[N:10]([OH:27])[C:9]1=[O:28])(C)(C)C.N[C@H]1CC2C(=NC=C(OC3C=CC=CC=3)C=2)N(O)C1=O.C(Cl)[Cl:51].